Task: Predict the reactants needed to synthesize the given product.. Dataset: Full USPTO retrosynthesis dataset with 1.9M reactions from patents (1976-2016) (1) Given the product [CH:1]1([C:4]2[CH:10]=[CH:9][C:7]([I:21])=[C:6]([F:11])[CH:5]=2)[CH2:3][CH2:2]1, predict the reactants needed to synthesize it. The reactants are: [CH:1]1([C:4]2[CH:10]=[CH:9][C:7](N)=[C:6]([F:11])[CH:5]=2)[CH2:3][CH2:2]1.S(=O)(=O)(O)O.N([O-])=O.[Na+].[I-:21].[K+]. (2) Given the product [CH3:2][O:3][C:4](=[O:9])[CH:5]([NH:6][C:20]1[S:19][CH:18]=[C:17]([C:14]2[CH:15]=[CH:16][C:11]([Br:10])=[CH:12][CH:13]=2)[N:21]=1)[CH2:7][OH:8], predict the reactants needed to synthesize it. The reactants are: Cl.[CH3:2][O:3][C:4](=[O:9])[C@H:5]([CH2:7][OH:8])[NH2:6].[Br:10][C:11]1[CH:16]=[CH:15][C:14]([C:17](=O)[CH2:18][S:19][C:20]#[N:21])=[CH:13][CH:12]=1.C(N(CC)CC)C.